From a dataset of Forward reaction prediction with 1.9M reactions from USPTO patents (1976-2016). Predict the product of the given reaction. The product is: [C:1]([O:5][C:6]([N:8]1[CH2:9][CH2:10][N:11]([CH:14]([CH:21]2[CH2:22][CH2:23][CH2:24][CH2:25][CH2:26]2)[CH2:15][N:16]([CH2:17][CH:18]([CH3:20])[CH3:19])[S:28]([CH3:27])(=[O:30])=[O:29])[CH2:12][CH2:13]1)=[O:7])([CH3:3])([CH3:4])[CH3:2]. Given the reactants [C:1]([O:5][C:6]([N:8]1[CH2:13][CH2:12][N:11]([CH:14]([CH:21]2[CH2:26][CH2:25][CH2:24][CH2:23][CH2:22]2)[CH2:15][NH:16][CH2:17][CH:18]([CH3:20])[CH3:19])[CH2:10][CH2:9]1)=[O:7])([CH3:4])([CH3:3])[CH3:2].[CH3:27][S:28](Cl)(=[O:30])=[O:29], predict the reaction product.